This data is from NCI-60 drug combinations with 297,098 pairs across 59 cell lines. The task is: Regression. Given two drug SMILES strings and cell line genomic features, predict the synergy score measuring deviation from expected non-interaction effect. (1) Drug 1: C1=NC(=NC(=O)N1C2C(C(C(O2)CO)O)O)N. Drug 2: C1CNP(=O)(OC1)N(CCCl)CCCl. Cell line: OVCAR3. Synergy scores: CSS=22.4, Synergy_ZIP=-0.617, Synergy_Bliss=4.78, Synergy_Loewe=-10.1, Synergy_HSA=2.55. (2) Drug 1: C1=NC2=C(N=C(N=C2N1C3C(C(C(O3)CO)O)O)F)N. Drug 2: CCC(=C(C1=CC=CC=C1)C2=CC=C(C=C2)OCCN(C)C)C3=CC=CC=C3.C(C(=O)O)C(CC(=O)O)(C(=O)O)O. Cell line: NCIH23. Synergy scores: CSS=8.30, Synergy_ZIP=-6.57, Synergy_Bliss=-10.2, Synergy_Loewe=-14.9, Synergy_HSA=-10.6.